This data is from PAMPA (Parallel Artificial Membrane Permeability Assay) permeability data from NCATS. The task is: Regression/Classification. Given a drug SMILES string, predict its absorption, distribution, metabolism, or excretion properties. Task type varies by dataset: regression for continuous measurements (e.g., permeability, clearance, half-life) or binary classification for categorical outcomes (e.g., BBB penetration, CYP inhibition). Dataset: pampa_ncats. (1) The compound is CC(C)(C(=O)N[C@H](COCC1=CC=CC=C1)C(=O)N2CCC3(CC2)CN(C4=CC=CC=C34)S(=O)(=O)C)N. The result is 1 (high permeability). (2) The compound is CC1=NN(C(=C1)NS(=O)(=O)C2=CC=C(C=C2)NC(=O)CC3=CC(=C(C=C3)Cl)Cl)C. The result is 1 (high permeability). (3) The result is 0 (low-to-moderate permeability). The molecule is C1CN(CCC1(F)F)CCN2C3=C(C=C(C=C3)F)C(=N2)NC4=C(C=CN=C4)C(=O)O. (4) The result is 1 (high permeability). The drug is C1CC1NC2=CC(=CC3=NC(=NN23)NC(=O)C4=CN=CC=C4)C(F)(F)F.